From a dataset of NCI-60 drug combinations with 297,098 pairs across 59 cell lines. Regression. Given two drug SMILES strings and cell line genomic features, predict the synergy score measuring deviation from expected non-interaction effect. (1) Drug 1: CC12CCC(CC1=CCC3C2CCC4(C3CC=C4C5=CN=CC=C5)C)O. Drug 2: B(C(CC(C)C)NC(=O)C(CC1=CC=CC=C1)NC(=O)C2=NC=CN=C2)(O)O. Cell line: HCT116. Synergy scores: CSS=14.4, Synergy_ZIP=-3.64, Synergy_Bliss=3.81, Synergy_Loewe=4.45, Synergy_HSA=4.44. (2) Cell line: PC-3. Drug 1: C1CCC(C1)C(CC#N)N2C=C(C=N2)C3=C4C=CNC4=NC=N3. Drug 2: CC12CCC3C(C1CCC2OP(=O)(O)O)CCC4=C3C=CC(=C4)OC(=O)N(CCCl)CCCl.[Na+]. Synergy scores: CSS=-7.67, Synergy_ZIP=0.820, Synergy_Bliss=-4.00, Synergy_Loewe=-5.82, Synergy_HSA=-5.66. (3) Drug 1: C1CCC(C1)C(CC#N)N2C=C(C=N2)C3=C4C=CNC4=NC=N3. Drug 2: CC1OCC2C(O1)C(C(C(O2)OC3C4COC(=O)C4C(C5=CC6=C(C=C35)OCO6)C7=CC(=C(C(=C7)OC)O)OC)O)O. Cell line: OVCAR3. Synergy scores: CSS=29.5, Synergy_ZIP=-6.98, Synergy_Bliss=-1.84, Synergy_Loewe=-25.6, Synergy_HSA=-5.20. (4) Drug 1: C1=NC2=C(N1)C(=S)N=C(N2)N. Drug 2: CC(C)(C#N)C1=CC(=CC(=C1)CN2C=NC=N2)C(C)(C)C#N. Cell line: U251. Synergy scores: CSS=16.7, Synergy_ZIP=-11.6, Synergy_Bliss=-7.86, Synergy_Loewe=-9.70, Synergy_HSA=-7.70. (5) Synergy scores: CSS=41.6, Synergy_ZIP=17.9, Synergy_Bliss=15.4, Synergy_Loewe=5.85, Synergy_HSA=16.5. Drug 2: CN(CC1=CN=C2C(=N1)C(=NC(=N2)N)N)C3=CC=C(C=C3)C(=O)NC(CCC(=O)O)C(=O)O. Cell line: BT-549. Drug 1: C1=CC(=CC=C1C#N)C(C2=CC=C(C=C2)C#N)N3C=NC=N3. (6) Drug 1: CC1C(C(CC(O1)OC2CC(CC3=C2C(=C4C(=C3O)C(=O)C5=C(C4=O)C(=CC=C5)OC)O)(C(=O)C)O)N)O.Cl. Drug 2: CC1=C(C=C(C=C1)NC(=O)C2=CC=C(C=C2)CN3CCN(CC3)C)NC4=NC=CC(=N4)C5=CN=CC=C5. Cell line: RXF 393. Synergy scores: CSS=14.0, Synergy_ZIP=-4.69, Synergy_Bliss=1.51, Synergy_Loewe=-3.74, Synergy_HSA=1.44. (7) Drug 1: C1CC(=O)NC(=O)C1N2C(=O)C3=CC=CC=C3C2=O. Drug 2: C1C(C(OC1N2C=NC3=C2NC=NCC3O)CO)O. Cell line: SK-MEL-28. Synergy scores: CSS=5.47, Synergy_ZIP=-0.489, Synergy_Bliss=-0.519, Synergy_Loewe=3.90, Synergy_HSA=0.739. (8) Drug 1: C1=C(C(=O)NC(=O)N1)F. Drug 2: CC=C1C(=O)NC(C(=O)OC2CC(=O)NC(C(=O)NC(CSSCCC=C2)C(=O)N1)C(C)C)C(C)C. Cell line: COLO 205. Synergy scores: CSS=85.3, Synergy_ZIP=-1.46, Synergy_Bliss=-4.10, Synergy_Loewe=-3.28, Synergy_HSA=-2.97. (9) Synergy scores: CSS=-5.22, Synergy_ZIP=-0.802, Synergy_Bliss=-10.7, Synergy_Loewe=-10.4, Synergy_HSA=-10.4. Drug 1: CC1=C(C=C(C=C1)NC2=NC=CC(=N2)N(C)C3=CC4=NN(C(=C4C=C3)C)C)S(=O)(=O)N.Cl. Drug 2: CN(C(=O)NC(C=O)C(C(C(CO)O)O)O)N=O. Cell line: IGROV1. (10) Synergy scores: CSS=25.0, Synergy_ZIP=-8.18, Synergy_Bliss=-1.78, Synergy_Loewe=-35.4, Synergy_HSA=-0.623. Drug 2: CS(=O)(=O)OCCCCOS(=O)(=O)C. Drug 1: C1C(C(OC1N2C=NC3=C(N=C(N=C32)Cl)N)CO)O. Cell line: TK-10.